This data is from Peptide-MHC class II binding affinity with 134,281 pairs from IEDB. The task is: Regression. Given a peptide amino acid sequence and an MHC pseudo amino acid sequence, predict their binding affinity value. This is MHC class II binding data. (1) The peptide sequence is GAMAKKGDEQKLRSA. The MHC is HLA-DPA10201-DPB10101 with pseudo-sequence HLA-DPA10201-DPB10101. The binding affinity (normalized) is 0.189. (2) The peptide sequence is GIIIMIIPTVMAFHL. The MHC is DRB1_0802 with pseudo-sequence DRB1_0802. The binding affinity (normalized) is 0.826. (3) The peptide sequence is KYNLNRAMMLDDLTM. The MHC is DRB1_1101 with pseudo-sequence DRB1_1101. The binding affinity (normalized) is 0.540. (4) The peptide sequence is SQDLELSWNLNGLQAY. The MHC is HLA-DPA10103-DPB10601 with pseudo-sequence HLA-DPA10103-DPB10601. The binding affinity (normalized) is 0.415. (5) The peptide sequence is DNSFVSAISQTEVKE. The MHC is HLA-DQA10601-DQB10402 with pseudo-sequence HLA-DQA10601-DQB10402. The binding affinity (normalized) is 0.371. (6) The peptide sequence is GAGKTRRFLPQILAEHHHHHH. The MHC is DRB3_0202 with pseudo-sequence DRB3_0202. The binding affinity (normalized) is 0.623. (7) The peptide sequence is EKKYFAATQPEPLAA. The MHC is DRB1_0701 with pseudo-sequence DRB1_0701. The binding affinity (normalized) is 0.742. (8) The peptide sequence is SGSQEVEFIGYGKAT. The binding affinity (normalized) is 0.110. The MHC is DRB1_0701 with pseudo-sequence DRB1_0701.